Dataset: Reaction yield outcomes from USPTO patents with 853,638 reactions. Task: Predict the reaction yield, written as a fraction of the theoretical maximum amount of product (1.0 means a 100% yield; for example, 0.34 means a 34% yield). (1) The reactants are [CH:1]1([C:7]2[C:8]3[CH:24]=[CH:23][C:22]([C:25]([NH:27][C@@H:28]([CH2:33][C:34]4[CH:39]=[CH:38][C:37]([OH:40])=[CH:36][CH:35]=4)[C:29]([O:31]C)=[O:30])=[O:26])=[CH:21][C:9]=3[N:10]3[C:16]=2[C:15]2[CH:17]=[CH:18][CH:19]=[CH:20][C:14]=2[O:13][CH2:12][CH2:11]3)[CH2:6][CH2:5][CH2:4][CH2:3][CH2:2]1.[OH-].[Na+].Cl. The catalyst is O1CCCC1.CO. The product is [CH:1]1([C:7]2[C:8]3[CH:24]=[CH:23][C:22]([C:25]([NH:27][C@@H:28]([CH2:33][C:34]4[CH:35]=[CH:36][C:37]([OH:40])=[CH:38][CH:39]=4)[C:29]([OH:31])=[O:30])=[O:26])=[CH:21][C:9]=3[N:10]3[C:16]=2[C:15]2[CH:17]=[CH:18][CH:19]=[CH:20][C:14]=2[O:13][CH2:12][CH2:11]3)[CH2:6][CH2:5][CH2:4][CH2:3][CH2:2]1. The yield is 0.740. (2) The reactants are [O:1]1[CH:5]=[CH:4][CH:3]=[C:2]1[CH2:6][NH2:7].C(N(CC)CC)C.[CH3:15][O:16][C:17]1[CH:26]=[CH:25][C:20]([CH2:21][N:22]=[C:23]=[S:24])=[CH:19][CH:18]=1. The catalyst is CN(C)C=O.C(OCC)(=O)C. The product is [O:1]1[CH:5]=[CH:4][CH:3]=[C:2]1[CH2:6][NH:7][C:23]([NH:22][CH2:21][C:20]1[CH:25]=[CH:26][C:17]([O:16][CH3:15])=[CH:18][CH:19]=1)=[S:24]. The yield is 0.900. (3) The reactants are [O:1]1[C:5]2[CH:6]=[CH:7][CH:8]=[CH:9][C:4]=2[C:3]([NH:10][C:11]([N:13]2[CH2:18][CH2:17][N:16](C(OC(C)(C)C)=O)[CH2:15][CH2:14]2)=[O:12])=[N:2]1.[F:26][C:27]([F:32])([F:31])[C:28]([OH:30])=[O:29]. No catalyst specified. The product is [F:26][C:27]([F:32])([F:31])[C:28]([OH:30])=[O:29].[O:1]1[C:5]2[CH:6]=[CH:7][CH:8]=[CH:9][C:4]=2[C:3]([NH:10][C:11]([N:13]2[CH2:18][CH2:17][NH:16][CH2:15][CH2:14]2)=[O:12])=[N:2]1. The yield is 0.953. (4) The reactants are [H-].[Na+].NC1C=CC=CC=1.[CH3:10][C:11]1[CH2:15][C:14]([CH3:16])=[C:13]([CH3:17])[C:12]=1[CH3:18].Cl[Si:20]([C:37]1[CH:42]=[C:41]([CH3:43])[CH:40]=[C:39]([CH3:44])[CH:38]=1)([C:29]1[CH:34]=[C:33]([CH3:35])[CH:32]=[C:31]([CH3:36])[CH:30]=1)[C:21]1[CH:26]=[C:25]([CH3:27])[CH:24]=[C:23]([CH3:28])[CH:22]=1.C(=O)([O-])[O-].[Na+].[Na+]. The catalyst is O1CCCC1.C1(C)C=CC=CC=1. The product is [CH3:43][C:41]1[CH:42]=[C:37]([Si:20]([C:29]2[CH:30]=[C:31]([CH3:36])[CH:32]=[C:33]([CH3:35])[CH:34]=2)([C:21]2[CH:26]=[C:25]([CH3:27])[CH:24]=[C:23]([CH3:28])[CH:22]=2)[C:15]2[CH:14]([CH3:16])[C:13]([CH3:17])=[C:12]([CH3:18])[C:11]=2[CH3:10])[CH:38]=[C:39]([CH3:44])[CH:40]=1. The yield is 0.234.